This data is from Reaction yield outcomes from USPTO patents with 853,638 reactions. The task is: Predict the reaction yield, written as a fraction of the theoretical maximum amount of product (1.0 means a 100% yield; for example, 0.34 means a 34% yield). (1) The reactants are [CH:1]1([C:4]2[O:8][N:7]=[C:6]([C:9]3[CH:14]=[CH:13][CH:12]=[CH:11][CH:10]=3)[C:5]=2[C:15](=[O:17])[CH3:16])[CH2:3][CH2:2]1.[Br:18]Br. The catalyst is C(Cl)(Cl)(Cl)Cl.CC(O)=O. The product is [Br:18][CH2:16][C:15]([C:5]1[C:6]([C:9]2[CH:10]=[CH:11][CH:12]=[CH:13][CH:14]=2)=[N:7][O:8][C:4]=1[CH:1]1[CH2:3][CH2:2]1)=[O:17]. The yield is 0.950. (2) The reactants are [CH3:1][N:2]1[C:7](=[O:8])[N:6]([CH3:9])[C:5](=[O:10])[C:4]([N:11]2[CH2:16][CH2:15][NH:14][CH2:13][CH2:12]2)=[N:3]1.CCN(CC)CC.[F:24][C:25]([F:40])([F:39])[C:26]1[CH:34]=[CH:33][C:32]([C:35]([F:38])([F:37])[F:36])=[CH:31][C:27]=1[C:28](Cl)=[O:29].O. The catalyst is ClCCl. The product is [F:24][C:25]([F:39])([F:40])[C:26]1[CH:34]=[CH:33][C:32]([C:35]([F:38])([F:36])[F:37])=[CH:31][C:27]=1[C:28]([N:14]1[CH2:13][CH2:12][N:11]([C:4]2[C:5](=[O:10])[N:6]([CH3:9])[C:7](=[O:8])[N:2]([CH3:1])[N:3]=2)[CH2:16][CH2:15]1)=[O:29]. The yield is 0.710. (3) The reactants are Br[C:2]1[CH:3]=[N:4][CH:5]=[C:6]([Br:8])[CH:7]=1.C[Si](C)(C)[C:11]#[C:12][CH3:13].C(N(CC)CC)C.[F-].C([N+](CCCC)(CCCC)CCCC)CCC. The catalyst is C1(C)C=CC=CC=1.[Cu]I.C1C=CC([P]([Pd]([P](C2C=CC=CC=2)(C2C=CC=CC=2)C2C=CC=CC=2)([P](C2C=CC=CC=2)(C2C=CC=CC=2)C2C=CC=CC=2)[P](C2C=CC=CC=2)(C2C=CC=CC=2)C2C=CC=CC=2)(C2C=CC=CC=2)C2C=CC=CC=2)=CC=1.O. The product is [Br:8][C:6]1[CH:5]=[N:4][CH:3]=[C:2]([C:11]#[C:12][CH3:13])[CH:7]=1. The yield is 0.660. (4) The reactants are [ClH:1].[NH2:2][CH2:3][C:4]1[CH:5]=[C:6]([C:10]2[CH:15]=[C:14]([N+:16]([O-])=O)[CH:13]=[CH:12][C:11]=2[O:19][CH3:20])[CH:7]=[CH:8][CH:9]=1. The catalyst is CO.O1CCCC1.[Pd]. The product is [ClH:1].[ClH:1].[NH2:2][CH2:3][C:4]1[CH:5]=[C:6]([C:10]2[CH:15]=[C:14]([CH:13]=[CH:12][C:11]=2[O:19][CH3:20])[NH2:16])[CH:7]=[CH:8][CH:9]=1. The yield is 0.730.